This data is from Peptide-MHC class I binding affinity with 185,985 pairs from IEDB/IMGT. The task is: Regression. Given a peptide amino acid sequence and an MHC pseudo amino acid sequence, predict their binding affinity value. This is MHC class I binding data. (1) The peptide sequence is GPRRAAWRI. The MHC is HLA-B08:01 with pseudo-sequence HLA-B08:01. The binding affinity (normalized) is 0.0847. (2) The peptide sequence is RILQRALFM. The MHC is HLA-A02:03 with pseudo-sequence HLA-A02:03. The binding affinity (normalized) is 0.137.